This data is from Full USPTO retrosynthesis dataset with 1.9M reactions from patents (1976-2016). The task is: Predict the reactants needed to synthesize the given product. Given the product [CH:25]([O:28][C:29]1[CH:37]=[CH:36][C:32]([C:33]([N:22]2[CH2:23][CH2:24][CH:19]([CH2:18][O:17][C:14]3[CH:13]=[CH:12][C:11]([C:8]4[CH:9]=[CH:10][C:5]([S:2]([CH3:1])(=[O:3])=[O:4])=[CH:6][CH:7]=4)=[CH:16][N:15]=3)[CH2:20][CH2:21]2)=[O:34])=[CH:31][CH:30]=1)([CH3:27])[CH3:26], predict the reactants needed to synthesize it. The reactants are: [CH3:1][S:2]([C:5]1[CH:10]=[CH:9][C:8]([C:11]2[CH:12]=[CH:13][C:14]([O:17][CH2:18][CH:19]3[CH2:24][CH2:23][NH:22][CH2:21][CH2:20]3)=[N:15][CH:16]=2)=[CH:7][CH:6]=1)(=[O:4])=[O:3].[CH:25]([O:28][C:29]1[CH:37]=[CH:36][C:32]([C:33](O)=[O:34])=[CH:31][CH:30]=1)([CH3:27])[CH3:26].